From a dataset of Forward reaction prediction with 1.9M reactions from USPTO patents (1976-2016). Predict the product of the given reaction. (1) Given the reactants [Cl:1][C:2]1[CH:3]=[C:4]([CH:27]=[CH:28][C:29]=1[F:30])[NH:5][C:6]1[C:15]2[C:10](=[CH:11][C:12]([O:22][CH2:23][CH2:24][CH2:25]Cl)=[CH:13][C:14]=2[O:16][CH:17]2[CH2:21][CH2:20][O:19][CH2:18]2)[N:9]=[CH:8][N:7]=1.[OH:31][CH:32]1[CH2:37][CH2:36][NH:35][CH2:34][CH2:33]1, predict the reaction product. The product is: [Cl:1][C:2]1[CH:3]=[C:4]([CH:27]=[CH:28][C:29]=1[F:30])[NH:5][C:6]1[C:15]2[C:10](=[CH:11][C:12]([O:22][CH2:23][CH2:24][CH2:25][N:35]3[CH2:36][CH2:37][CH:32]([OH:31])[CH2:33][CH2:34]3)=[CH:13][C:14]=2[O:16][CH:17]2[CH2:21][CH2:20][O:19][CH2:18]2)[N:9]=[CH:8][N:7]=1. (2) Given the reactants Br[C:2]([C:17]1[CH:22]=[CH:21][CH:20]=[CH:19][CH:18]=1)([CH3:16])[C:3]([C:5]1[CH:6]=[CH:7][C:8]2[O:13][CH2:12][C:11](=[O:14])[NH:10][C:9]=2[CH:15]=1)=O.[NH2:23][N:24]1[CH:28]=[N:27][N:26]=[C:25]1[SH:29].C(N(CC)CC)C, predict the reaction product. The product is: [CH3:16][C:2]1([C:17]2[CH:22]=[CH:21][CH:20]=[CH:19][CH:18]=2)[S:29][C:25]2=[N:26][N:27]=[CH:28][N:24]2[N:23]=[C:3]1[C:5]1[CH:6]=[CH:7][C:8]2[O:13][CH2:12][C:11](=[O:14])[NH:10][C:9]=2[CH:15]=1. (3) Given the reactants [NH2:1][C:2]1[CH:7]=[CH:6][CH:5]=[CH:4][CH:3]=1.C1COCC1.[H-].[Na+].F[C:16]1[C:17]([N+:24]([O-:26])=[O:25])=[C:18]([CH:21]=[CH:22][CH:23]=1)[C:19]#[N:20], predict the reaction product. The product is: [N+:24]([C:17]1[C:16]([NH:1][C:2]2[CH:7]=[CH:6][CH:5]=[CH:4][CH:3]=2)=[CH:23][CH:22]=[CH:21][C:18]=1[C:19]#[N:20])([O-:26])=[O:25]. (4) Given the reactants Cl[C:2]1[N:7]=[C:6]([C:8]2[CH:13]=[CH:12][C:11]([Cl:14])=[CH:10][CH:9]=2)[CH:5]=[C:4]([CH3:15])[N:3]=1.[I:16][C:17]1[N:18]=[CH:19][NH:20][CH:21]=1, predict the reaction product. The product is: [Cl:14][C:11]1[CH:12]=[CH:13][C:8]([C:6]2[CH:5]=[C:4]([CH3:15])[N:3]=[C:2]([N:20]3[CH:21]=[C:17]([I:16])[N:18]=[CH:19]3)[N:7]=2)=[CH:9][CH:10]=1. (5) Given the reactants [Br:1][C:2]1[CH:7]=[CH:6][C:5]2[C:8]3[CH2:9][NH:10][CH2:11][CH2:12][CH2:13][C:14]=3[O:15][C:4]=2[CH:3]=1.[C:16](O[C:16]([O:18][C:19]([CH3:22])([CH3:21])[CH3:20])=[O:17])([O:18][C:19]([CH3:22])([CH3:21])[CH3:20])=[O:17].C(N(CC)CC)C, predict the reaction product. The product is: [Br:1][C:2]1[CH:7]=[CH:6][C:5]2[C:8]3[CH2:9][N:10]([C:16]([O:18][C:19]([CH3:22])([CH3:21])[CH3:20])=[O:17])[CH2:11][CH2:12][CH2:13][C:14]=3[O:15][C:4]=2[CH:3]=1. (6) Given the reactants [C:1]([NH:4][C:5]1[S:6][C:7]([C:11]2[S:15][C:14]([S:16](Cl)(=[O:18])=[O:17])=[CH:13][CH:12]=2)=[C:8]([CH3:10])[N:9]=1)(=[O:3])[CH3:2].C(N(CC)CC)C.[CH2:27]([N:29]([CH2:34][CH3:35])[CH2:30][CH2:31][NH:32][CH3:33])[CH3:28], predict the reaction product. The product is: [CH2:27]([N:29]([CH2:34][CH3:35])[CH2:30][CH2:31][N:32]([CH3:33])[S:16]([C:14]1[S:15][C:11]([C:7]2[S:6][C:5]([NH:4][C:1](=[O:3])[CH3:2])=[N:9][C:8]=2[CH3:10])=[CH:12][CH:13]=1)(=[O:18])=[O:17])[CH3:28]. (7) Given the reactants C([C@H:4]1[N:9](CC(F)(F)F)[C:8]2[CH:15]=[CH:16][C:17]([N+]([O-])=O)=[CH:18][C:7]=2[O:6][CH2:5]1)(C)C, predict the reaction product. The product is: [O:6]1[C:7]2[CH:18]=[CH:17][CH:16]=[CH:15][C:8]=2[N:9]=[CH:4][CH2:5]1.